Dataset: Peptide-MHC class II binding affinity with 134,281 pairs from IEDB. Task: Regression. Given a peptide amino acid sequence and an MHC pseudo amino acid sequence, predict their binding affinity value. This is MHC class II binding data. (1) The peptide sequence is AAATAGTPVYGAFAA. The MHC is HLA-DPA10103-DPB10401 with pseudo-sequence HLA-DPA10103-DPB10401. The binding affinity (normalized) is 0.102. (2) The peptide sequence is VWGQKYFKGNFERLA. The MHC is HLA-DPA10201-DPB10501 with pseudo-sequence HLA-DPA10201-DPB10501. The binding affinity (normalized) is 0.462.